Predict the reactants needed to synthesize the given product. From a dataset of Full USPTO retrosynthesis dataset with 1.9M reactions from patents (1976-2016). (1) Given the product [O:1]1[C:5]2[CH:6]=[CH:7][C:8]([C:10]3([C:13]([NH:15][C:16]4[CH:17]=[CH:18][CH:19]=[C:20]([C:22]5[CH:27]=[CH:26][C:25]([S:28]([N:34]6[CH2:35][CH2:36][CH2:37][CH:33]6[CH3:32])(=[O:30])=[O:29])=[CH:24][CH:23]=5)[N:21]=4)=[O:14])[CH2:12][CH2:11]3)=[CH:9][C:4]=2[O:3][CH2:2]1, predict the reactants needed to synthesize it. The reactants are: [O:1]1[C:5]2[CH:6]=[CH:7][C:8]([C:10]3([C:13]([NH:15][C:16]4[N:21]=[C:20]([C:22]5[CH:27]=[CH:26][C:25]([S:28](Cl)(=[O:30])=[O:29])=[CH:24][CH:23]=5)[CH:19]=[CH:18][CH:17]=4)=[O:14])[CH2:12][CH2:11]3)=[CH:9][C:4]=2[O:3][CH2:2]1.[CH3:32][CH:33]1[CH2:37][CH2:36][CH2:35][NH:34]1. (2) Given the product [CH3:11][C:10]([OH:12])([CH2:9][C:3]1[CH:8]=[CH:7][CH:6]=[CH:5][CH:4]=1)[CH3:1], predict the reactants needed to synthesize it. The reactants are: [CH3:1][Li].[C:3]1([CH2:9][C:10](=[O:12])[CH3:11])[CH:8]=[CH:7][CH:6]=[CH:5][CH:4]=1.